This data is from Forward reaction prediction with 1.9M reactions from USPTO patents (1976-2016). The task is: Predict the product of the given reaction. (1) Given the reactants C[C:2]1[C:3]([NH2:15])=[C:4]([C:12]([OH:14])=[O:13])[C:5]2[C:10]([CH:11]=1)=[CH:9][CH:8]=[CH:7][CH:6]=2.[F:16][C:17]1[CH:22]=[CH:21][CH:20]=[CH:19][C:18]=1[S:23](Cl)(=[O:25])=[O:24].N1C=CC=C[CH:28]=1, predict the reaction product. The product is: [F:16][C:17]1[CH:22]=[CH:21][CH:20]=[CH:19][C:18]=1[S:23]([NH:15][C:3]1[CH:2]=[CH:11][C:10]2[C:5](=[CH:6][CH:7]=[CH:8][CH:9]=2)[C:4]=1[C:12]([O:14][CH3:28])=[O:13])(=[O:25])=[O:24]. (2) The product is: [C:12]([C:10]1[S:11][C:3]2[C:2]([N:15]3[CH2:20][CH2:19][CH:18]([CH2:21][CH2:22][NH:23][C:24](=[O:30])[O:25][C:26]([CH3:28])([CH3:27])[CH3:29])[CH2:17][CH2:16]3)=[N:7][C:6]([CH3:8])=[N:5][C:4]=2[CH:9]=1)(=[O:13])[NH2:14]. Given the reactants Cl[C:2]1[C:3]2[S:11][C:10]([C:12]([NH2:14])=[O:13])=[CH:9][C:4]=2[N:5]=[C:6]([CH3:8])[N:7]=1.[NH:15]1[CH2:20][CH2:19][CH:18]([CH2:21][CH2:22][NH:23][C:24](=[O:30])[O:25][C:26]([CH3:29])([CH3:28])[CH3:27])[CH2:17][CH2:16]1.CCN(C(C)C)C(C)C, predict the reaction product. (3) Given the reactants CS(O)(=O)=O.[C:6]([NH:9][C:10]1[CH:15]=[CH:14][NH:13][C:12](=[O:16])[N:11]=1)(=[O:8])[CH3:7].C[Si](C)(C)N[Si](C)(C)C.CN(C1C=CC=CN=1)C.O[C@@H:36]1[O:40][C@@H:39]([C:41]([O:43][C@@H:44]2[CH2:49][C@H:48]([CH3:50])[CH2:47][CH2:46][C@H:45]2[CH:51]([CH3:53])[CH3:52])=[O:42])[S:38][CH2:37]1.C1(P(Cl)(C2C=CC=CC=2)=O)C=CC=CC=1.C(N(C(C)C)CC)(C)C.Cl, predict the reaction product. The product is: [C:6]([NH:9][C:10]1[CH:15]=[CH:14][N:13]([C@H:36]2[O:40][C@@H:39]([C:41]([O:43][C@@H:44]3[CH2:49][C@H:48]([CH3:50])[CH2:47][CH2:46][C@H:45]3[CH:51]([CH3:53])[CH3:52])=[O:42])[S:38][CH2:37]2)[C:12](=[O:16])[N:11]=1)(=[O:8])[CH3:7]. (4) Given the reactants [Br:1][C:2]1[CH:10]=[CH:9][C:5]([C:6]([NH2:8])=[O:7])=[CH:4][CH:3]=1.[Cl:11][C:12]([Cl:17])([CH2:15][CH3:16])[CH:13]=[O:14], predict the reaction product. The product is: [Br:1][C:2]1[CH:10]=[CH:9][C:5]([C:6]([NH:8][CH:13]([OH:14])[C:12]([Cl:17])([Cl:11])[CH2:15][CH3:16])=[O:7])=[CH:4][CH:3]=1. (5) The product is: [ClH:30].[NH:4]1[CH2:9][CH2:8][CH2:7][CH:6]([C:22]([OH:28])([CH3:29])[CH3:24])[CH2:5]1. Given the reactants C[Mg]Br.[N:4]1(C(OC(C)(C)C)=O)[CH2:9][CH2:8][CH2:7][CH:6](C(OCC)=O)[CH2:5]1.[C:22]([OH:28])([C:24](F)(F)F)=O.[CH2:29](Cl)[Cl:30], predict the reaction product. (6) Given the reactants [CH3:1][C:2]1[CH2:7][C:6]2([CH2:12][CH:11]([CH3:13])[CH2:10][C:9]([CH3:15])([CH3:14])[CH2:8]2)CO[CH:3]=1.[H][H].[CH:18]([OH:21])(C)C, predict the reaction product. The product is: [CH3:1][CH:2]1[CH2:7][C:6]2([CH2:12][CH:11]([CH3:13])[CH2:10][C:9]([CH3:14])([CH3:15])[CH2:8]2)[O:21][CH2:18][CH2:3]1. (7) Given the reactants [NH2:1][CH2:2][CH2:3][CH2:4][C@H:5]([N:13]([CH2:28][C:29]([OH:31])=O)[S:14]([C:17]1[CH:22]=[CH:21][CH:20]=[CH:19][C:18]=1[O:23][C:24]([F:27])([F:26])[F:25])(=[O:16])=[O:15])[CH2:6][C:7]1[CH:12]=[CH:11][CH:10]=[CH:9][CH:8]=1.CCN(C(C)C)C(C)C.C1N(P(Cl)(N2C(=O)OCC2)=O)C(=O)OC1.C(O)(=O)CC(CC(O)=O)(C(O)=O)O, predict the reaction product. The product is: [CH2:6]([C@@H:5]1[CH2:4][CH2:3][CH2:2][NH:1][C:29](=[O:31])[CH2:28][N:13]1[S:14]([C:17]1[CH:22]=[CH:21][CH:20]=[CH:19][C:18]=1[O:23][C:24]([F:25])([F:26])[F:27])(=[O:15])=[O:16])[C:7]1[CH:8]=[CH:9][CH:10]=[CH:11][CH:12]=1. (8) Given the reactants Br[CH2:2][CH2:3][CH2:4][O:5][C:6]1[CH:15]=[C:14]2[C:9]([C:10]([NH:16][C:17]3[C:22]([Cl:23])=[CH:21][CH:20]=[C:19]4[O:24][CH2:25][O:26][C:18]=34)=[N:11][CH:12]=[N:13]2)=[C:8]([O:27][CH:28]2[CH2:33][CH2:32][O:31][CH2:30][CH2:29]2)[CH:7]=1.[NH:34]1[CH2:39][CH2:38][CH2:37][CH2:36][CH2:35]1.C(=O)([O-])[O-].[K+].[K+], predict the reaction product. The product is: [Cl:23][C:22]1[C:17]([NH:16][C:10]2[C:9]3[C:14](=[CH:15][C:6]([O:5][CH2:4][CH2:3][CH2:2][N:34]4[CH2:39][CH2:38][CH2:37][CH2:36][CH2:35]4)=[CH:7][C:8]=3[O:27][CH:28]3[CH2:33][CH2:32][O:31][CH2:30][CH2:29]3)[N:13]=[CH:12][N:11]=2)=[C:18]2[O:26][CH2:25][O:24][C:19]2=[CH:20][CH:21]=1. (9) Given the reactants [Br:1][C:2]1[C:7]([C:8]2[CH:12]=[C:11]([Si](C)(C)C)[O:10][N:9]=2)=[CH:6][CH:5]=[CH:4][N:3]=1.C(=O)([O-])[O-].[K+].[K+], predict the reaction product. The product is: [Br:1][C:2]1[C:7]([C:8]2[CH:12]=[CH:11][O:10][N:9]=2)=[CH:6][CH:5]=[CH:4][N:3]=1. (10) Given the reactants [F:1][C:2]1[CH:3]=[C:4]([NH:9][C:10]2[C:15]([F:16])=[CH:14][CH:13]=[CH:12][N:11]=2)[C:5]([NH2:8])=[CH:6][CH:7]=1.[C:17]([O:21][C:22]([NH:24][C@@H:25]([CH3:29])[C:26](O)=O)=[O:23])([CH3:20])([CH3:19])[CH3:18].C1C=NC2N(O)N=NC=2C=1.CCN=C=NCCCN(C)C.Cl, predict the reaction product. The product is: [C:17]([O:21][C:22](=[O:23])[NH:24][CH:25]([C:26]1[N:9]([C:10]2[C:15]([F:16])=[CH:14][CH:13]=[CH:12][N:11]=2)[C:4]2[CH:3]=[C:2]([F:1])[CH:7]=[CH:6][C:5]=2[N:8]=1)[CH3:29])([CH3:20])([CH3:19])[CH3:18].